From a dataset of Full USPTO retrosynthesis dataset with 1.9M reactions from patents (1976-2016). Predict the reactants needed to synthesize the given product. Given the product [CH3:25][Si:2]([CH3:24])([CH3:1])[CH2:3][CH2:4][O:5][C:6](=[O:23])[C:7]1[CH:12]=[C:11]([O:13][CH2:39][CH2:38][C:28]2[N:29]=[C:30]([C:32]3[CH:37]=[CH:36][CH:35]=[CH:34][CH:33]=3)[O:31][C:27]=2[CH3:26])[CH:10]=[CH:9][C:8]=1[CH2:14][CH2:15][C:16]([O:18][C:19]([CH3:22])([CH3:20])[CH3:21])=[O:17], predict the reactants needed to synthesize it. The reactants are: [CH3:1][Si:2]([CH3:25])([CH3:24])[CH2:3][CH2:4][O:5][C:6](=[O:23])[C:7]1[CH:12]=[C:11]([OH:13])[CH:10]=[CH:9][C:8]=1[CH2:14][CH2:15][C:16]([O:18][C:19]([CH3:22])([CH3:21])[CH3:20])=[O:17].[CH3:26][C:27]1[O:31][C:30]([C:32]2[CH:37]=[CH:36][CH:35]=[CH:34][CH:33]=2)=[N:29][C:28]=1[CH2:38][CH2:39]OS(C1C=CC(C)=CC=1)(=O)=O.C([O-])([O-])=O.[Cs+].[Cs+].